From a dataset of Reaction yield outcomes from USPTO patents with 853,638 reactions. Predict the reaction yield, written as a fraction of the theoretical maximum amount of product (1.0 means a 100% yield; for example, 0.34 means a 34% yield). (1) The reactants are [F:1][C:2]1[C:7]([F:8])=[C:6]([CH3:9])[CH:5]=[CH:4][C:3]=1[C:10]1[S:11][CH:12]=[C:13]([NH:19][C:20]([C:22]2[CH:31]=[C:25]3[C:26]([F:30])=[CH:27][CH:28]=[CH:29][N:24]3[N:23]=2)=[O:21])[C:14]=1[C:15]([O:17]C)=[O:16].[OH-].[Li+]. The catalyst is O1CCCC1.CO.O. The product is [F:1][C:2]1[C:7]([F:8])=[C:6]([CH3:9])[CH:5]=[CH:4][C:3]=1[C:10]1[S:11][CH:12]=[C:13]([NH:19][C:20]([C:22]2[CH:31]=[C:25]3[C:26]([F:30])=[CH:27][CH:28]=[CH:29][N:24]3[N:23]=2)=[O:21])[C:14]=1[C:15]([OH:17])=[O:16]. The yield is 1.00. (2) The reactants are [CH3:1][O:2][C:3](=[O:31])[NH:4][CH:5]([C:9]([N:11]1[CH2:15][CH:14]([CH2:16][O:17][CH3:18])[CH2:13][CH:12]1[C:19]1[NH:20][C:21]([C:24]2[CH:29]=[CH:28][C:27](Br)=[CH:26][CH:25]=2)=[CH:22][N:23]=1)=[O:10])[CH:6]([CH3:8])[CH3:7].[B:32]1([B:32]2[O:36][C:35]([CH3:38])([CH3:37])[C:34]([CH3:40])([CH3:39])[O:33]2)[O:36][C:35]([CH3:38])([CH3:37])[C:34]([CH3:40])([CH3:39])[O:33]1.CC([O-])=O.[K+]. The catalyst is O1CCOCC1.C1C=CC(P(C2C=CC=CC=2)[C-]2C=CC=C2)=CC=1.C1C=CC(P(C2C=CC=CC=2)[C-]2C=CC=C2)=CC=1.Cl[Pd]Cl.[Fe+2]. The product is [CH3:1][O:2][C:3](=[O:31])[NH:4][CH:5]([C:9]([N:11]1[CH2:15][CH:14]([CH2:16][O:17][CH3:18])[CH2:13][CH:12]1[C:19]1[NH:20][C:21]([C:24]2[CH:29]=[CH:28][C:27]([B:32]3[O:36][C:35]([CH3:38])([CH3:37])[C:34]([CH3:40])([CH3:39])[O:33]3)=[CH:26][CH:25]=2)=[CH:22][N:23]=1)=[O:10])[CH:6]([CH3:8])[CH3:7]. The yield is 0.780.